Dataset: Catalyst prediction with 721,799 reactions and 888 catalyst types from USPTO. Task: Predict which catalyst facilitates the given reaction. (1) Reactant: [CH3:1][NH2:2].Cl.C[Al](C)C.CO[C:10](=[O:30])[CH2:11][CH:12]([C:21]1[CH:29]=[C:28]2[C:24]([CH:25]=[CH:26][NH:27]2)=[CH:23][CH:22]=1)[C:13]1[CH:18]=[CH:17][C:16]([O:19][CH3:20])=[CH:15][CH:14]=1. Product: [NH:27]1[C:28]2[C:24](=[CH:23][CH:22]=[C:21]([CH:12]([C:13]3[CH:14]=[CH:15][C:16]([O:19][CH3:20])=[CH:17][CH:18]=3)[CH2:11][C:10]([NH:2][CH3:1])=[O:30])[CH:29]=2)[CH:25]=[CH:26]1. The catalyst class is: 48. (2) Reactant: [Cl:1][C:2]1[CH:3]=[C:4]2[N:25]=[C:24]([O:26][C@H:27]3[C@H:31]4[O:32][CH2:33][C@@H:34]([OH:35])[C@H:30]4[O:29][CH2:28]3)[N:23]([CH2:36][O:37][CH2:38][CH2:39][Si:40]([CH3:43])([CH3:42])[CH3:41])[C:5]2=[N:6][C:7]=1[C:8]1[CH:13]=[CH:12][C:11](B2OC(C)(C)C(C)(C)O2)=[CH:10][CH:9]=1.Br[C:45]1[CH:50]=[CH:49][C:48]([S:51](=[N:56][CH3:57])([N:53]([CH3:55])[CH3:54])=[O:52])=[CH:47][CH:46]=1. Product: [OH:35][C@H:34]1[C@H:30]2[O:29][CH2:28][C@@H:27]([O:26][C:24]3[N:23]([CH2:36][O:37][CH2:38][CH2:39][Si:40]([CH3:41])([CH3:42])[CH3:43])[C:5]4=[N:6][C:7]([C:8]5[CH:13]=[CH:12][C:11]([C:45]6[CH:46]=[CH:47][C:48]([S:51](=[N:56][CH3:57])([N:53]([CH3:54])[CH3:55])=[O:52])=[CH:49][CH:50]=6)=[CH:10][CH:9]=5)=[C:2]([Cl:1])[CH:3]=[C:4]4[N:25]=3)[C@H:31]2[O:32][CH2:33]1. The catalyst class is: 12. (3) Reactant: C([O:3][C:4](=[O:33])[CH2:5][NH:6][C:7]([C:9]1[C:14](=[O:15])[N:13]([CH2:16][C:17]2[CH:22]=[CH:21][CH:20]=[CH:19][C:18]=2[C:23]([F:26])([F:25])[F:24])[C:12]([OH:27])=[C:11]([C:28](OC)=[O:29])[C:10]=1[OH:32])=[O:8])C.C(N(CC)C(C)C)(C)C.Cl.[F:44][C:45]([F:49])([F:48])[CH2:46][NH2:47]. Product: [OH:32][C:10]1[C:11]([C:28]([NH:47][CH2:46][C:45]([F:49])([F:48])[F:44])=[O:29])=[C:12]([OH:27])[N:13]([CH2:16][C:17]2[CH:22]=[CH:21][CH:20]=[CH:19][C:18]=2[C:23]([F:26])([F:25])[F:24])[C:14](=[O:15])[C:9]=1[C:7]([NH:6][CH2:5][C:4]([OH:33])=[O:3])=[O:8]. The catalyst class is: 22.